Dataset: Catalyst prediction with 721,799 reactions and 888 catalyst types from USPTO. Task: Predict which catalyst facilitates the given reaction. (1) Reactant: [CH3:1][O:2][C:3](=[O:15])[C:4]1[CH:9]=[CH:8][C:7]([NH:10][CH:11]([CH3:13])[CH3:12])=[C:6]([NH2:14])[CH:5]=1.[NH2:16][C:17]1[S:18][C:19]2[CH:25]=[C:24]([O:26][C:27]([F:30])([F:29])[F:28])[CH:23]=[CH:22][C:20]=2[N:21]=1.[C:31](N1C=CN=C1)(N1C=CN=C1)=S.C(Cl)CCl. Product: [CH3:1][O:2][C:3]([C:4]1[CH:9]=[CH:8][C:7]2[N:10]([CH:11]([CH3:13])[CH3:12])[C:31]([NH:16][C:17]3[S:18][C:19]4[CH:25]=[C:24]([O:26][C:27]([F:30])([F:28])[F:29])[CH:23]=[CH:22][C:20]=4[N:21]=3)=[N:14][C:6]=2[CH:5]=1)=[O:15]. The catalyst class is: 3. (2) Reactant: C[O:2][C:3](=[O:38])[C:4]([CH3:37])([CH3:36])[C:5]1[CH:10]=[CH:9][C:8]([C:11](=[O:35])[CH2:12][CH2:13][CH2:14][N:15]2[CH2:20][CH2:19][CH:18]([C:21]([OH:34])([C:28]3[CH:33]=[CH:32][CH:31]=[CH:30][CH:29]=3)[C:22]3[CH:27]=[CH:26][CH:25]=[CH:24][CH:23]=3)[CH2:17][CH2:16]2)=[CH:7][CH:6]=1.[OH-].[Na+].[ClH:41]. Product: [ClH:41].[OH:34][C:21]([C:28]1[CH:33]=[CH:32][CH:31]=[CH:30][CH:29]=1)([C:22]1[CH:23]=[CH:24][CH:25]=[CH:26][CH:27]=1)[CH:18]1[CH2:19][CH2:20][N:15]([CH2:14][CH2:13][CH2:12][C:11]([C:8]2[CH:9]=[CH:10][C:5]([C:4]([CH3:37])([CH3:36])[C:3]([OH:38])=[O:2])=[CH:6][CH:7]=2)=[O:35])[CH2:16][CH2:17]1. The catalyst class is: 5. (3) Reactant: [S-:1][C:2]#[N:3].[K+].Cl.[NH2:6][CH:7]([C:17]1[CH:22]=[CH:21][N:20]=[C:19]([O:23][CH3:24])[CH:18]=1)[C:8]([C:10]1[CH:15]=[CH:14][C:13]([F:16])=[CH:12][CH:11]=1)=O.C([O-])(O)=O.[Na+]. Product: [F:16][C:13]1[CH:12]=[CH:11][C:10]([C:8]2[NH:3][C:2](=[S:1])[NH:6][C:7]=2[C:17]2[CH:22]=[CH:21][N:20]=[C:19]([O:23][CH3:24])[CH:18]=2)=[CH:15][CH:14]=1. The catalyst class is: 33. (4) Reactant: [F:1][C:2]1[CH:3]=[C:4]2[C:10](B3OC(C)(C)C(C)(C)O3)=[CH:9][N:8]([S:20]([C:23]3[CH:28]=[CH:27][C:26]([CH3:29])=[CH:25][CH:24]=3)(=[O:22])=[O:21])[C:5]2=[N:6][CH:7]=1.Cl[C:31]1[N:36]=[C:35]([NH:37][CH:38]2[CH:43]3[CH2:44][CH2:45][CH:40]([CH2:41][CH2:42]3)[CH:39]2[C:46]([OH:48])=[O:47])[C:34]([F:49])=[CH:33][CH:32]=1.[O-]P([O-])([O-])=O.[K+].[K+].[K+].CC(C1C=C(C(C)C)C(C2C=CC=CC=2P(C2CCCCC2)C2CCCCC2)=C(C(C)C)C=1)C.C1(C=CC(=O)C=CC2C=CC=CC=2)C=CC=CC=1. Product: [F:49][C:34]1[C:35]([NH:37][CH:38]2[CH:43]3[CH2:42][CH2:41][CH:40]([CH2:45][CH2:44]3)[CH:39]2[C:46]([OH:48])=[O:47])=[N:36][C:31]([C:10]2[C:4]3[C:5](=[N:6][CH:7]=[C:2]([F:1])[CH:3]=3)[N:8]([S:20]([C:23]3[CH:28]=[CH:27][C:26]([CH3:29])=[CH:25][CH:24]=3)(=[O:21])=[O:22])[CH:9]=2)=[CH:32][CH:33]=1. The catalyst class is: 522. (5) Reactant: [OH-].[Na+].[C:3]([O:7][C:8]([N:10]([CH2:42][CH3:43])[C:11]1[CH:16]=[CH:15][CH:14]=[CH:13][C:12]=1[C:17]1[CH:26]=[CH:25][C:20]([C:21]([O:23]C)=[O:22])=[C:19]([NH:27][C:28]([C:30]2[CH:31]=[N:32][CH:33]=[C:34]([C:36]3[CH:41]=[CH:40][CH:39]=[CH:38][CH:37]=3)[CH:35]=2)=[O:29])[CH:18]=1)=[O:9])([CH3:6])([CH3:5])[CH3:4].C(O)(=O)CC(CC(O)=O)(C(O)=O)O.C(Cl)(Cl)Cl. Product: [C:3]([O:7][C:8]([N:10]([CH2:42][CH3:43])[C:11]1[CH:16]=[CH:15][CH:14]=[CH:13][C:12]=1[C:17]1[CH:26]=[CH:25][C:20]([C:21]([OH:23])=[O:22])=[C:19]([NH:27][C:28]([C:30]2[CH:31]=[N:32][CH:33]=[C:34]([C:36]3[CH:41]=[CH:40][CH:39]=[CH:38][CH:37]=3)[CH:35]=2)=[O:29])[CH:18]=1)=[O:9])([CH3:6])([CH3:5])[CH3:4]. The catalyst class is: 71. (6) Reactant: [Cl:1][C:2]1[N:7]=[C:6](Cl)[C:5]([F:9])=[CH:4][N:3]=1.[NH:10]1[C:14]([C:15]2[CH:16]=[C:17]([CH:19]=[CH:20][CH:21]=2)[NH2:18])=[N:13][N:12]=[N:11]1. Product: [Cl:1][C:2]1[N:7]=[C:6]([NH:18][C:17]2[CH:19]=[CH:20][CH:21]=[C:15]([C:14]3[NH:13][N:12]=[N:11][N:10]=3)[CH:16]=2)[C:5]([F:9])=[CH:4][N:3]=1. The catalyst class is: 24. (7) Reactant: [Br:1][C:2]1[CH:7]=[CH:6][C:5]([C:8]2[CH:13]=[CH:12][C:11]([Cl:14])=[CH:10][CH:9]=2)=[CH:4][C:3]=1I.C([Mg]Br)(C)C.[B:21](OC)([O:24]C)[O:22]C.Cl. Product: [Br:1][C:2]1[CH:7]=[CH:6][C:5]([C:8]2[CH:13]=[CH:12][C:11]([Cl:14])=[CH:10][CH:9]=2)=[CH:4][C:3]=1[B:21]([OH:24])[OH:22]. The catalyst class is: 305.